Dataset: Forward reaction prediction with 1.9M reactions from USPTO patents (1976-2016). Task: Predict the product of the given reaction. (1) Given the reactants Cl.[CH3:2][O:3][C:4](=[O:9])[C@H:5]([CH2:7][OH:8])[NH2:6].Cl[C:11]([O:13][CH2:14][C:15]1[CH:20]=[CH:19][CH:18]=[CH:17][CH:16]=1)=[O:12].[OH-].[Na+], predict the reaction product. The product is: [OH:8][CH2:7][C@H:5]([NH:6][C:11]([O:13][CH2:14][C:15]1[CH:20]=[CH:19][CH:18]=[CH:17][CH:16]=1)=[O:12])[C:4]([O:3][CH3:2])=[O:9]. (2) Given the reactants [OH:1][CH2:2][CH2:3][O:4][C:5]1[CH:10]=[CH:9][C:8]([CH:11]2[CH2:16][CH2:15][N:14]([C:17]([O:19][C:20]([CH3:23])([CH3:22])[CH3:21])=[O:18])[CH2:13][CH:12]2[O:24][CH2:25][C:26]2[CH:35]=[CH:34][C:33]3[C:28](=[CH:29][CH:30]=[CH:31][CH:32]=3)[CH:27]=2)=[CH:7][CH:6]=1.[CH2:36](Br)[C:37]1[CH:42]=[CH:41][CH:40]=[CH:39][CH:38]=1, predict the reaction product. The product is: [CH2:36]([O:1][CH2:2][CH2:3][O:4][C:5]1[CH:10]=[CH:9][C:8]([CH:11]2[CH2:16][CH2:15][N:14]([C:17]([O:19][C:20]([CH3:23])([CH3:21])[CH3:22])=[O:18])[CH2:13][CH:12]2[O:24][CH2:25][C:26]2[CH:35]=[CH:34][C:33]3[C:28](=[CH:29][CH:30]=[CH:31][CH:32]=3)[CH:27]=2)=[CH:7][CH:6]=1)[C:37]1[CH:42]=[CH:41][CH:40]=[CH:39][CH:38]=1. (3) Given the reactants [NH2:1][C@@H:2]([C@@H:37]([C:46]1[CH:51]=[CH:50][C:49]([Cl:52])=[CH:48][CH:47]=1)[C:38]1[CH:39]=[N:40][C:41]([O:44][CH3:45])=[CH:42][CH:43]=1)[C:3]([NH:5][C:6]1[CH:35]=[CH:34][CH:33]=[C:32]([F:36])[C:7]=1[CH2:8][CH2:9][C@@H:10]1[N:15]([S:16]([C:19]2[CH:24]=[CH:23][CH:22]=[CH:21][CH:20]=2)(=[O:18])=[O:17])[CH2:14][CH2:13][N:12]([C:25]([O:27][C:28]([CH3:31])([CH3:30])[CH3:29])=[O:26])[CH2:11]1)=[O:4].C(N(C(C)C)CC)(C)C.[CH3:62][O:63][C:64](Cl)=[O:65], predict the reaction product. The product is: [Cl:52][C:49]1[CH:50]=[CH:51][C:46]([C@@H:37]([C:38]2[CH:39]=[N:40][C:41]([O:44][CH3:45])=[CH:42][CH:43]=2)[C@H:2]([NH:1][C:64]([O:63][CH3:62])=[O:65])[C:3]([NH:5][C:6]2[CH:35]=[CH:34][CH:33]=[C:32]([F:36])[C:7]=2[CH2:8][CH2:9][C@@H:10]2[N:15]([S:16]([C:19]3[CH:24]=[CH:23][CH:22]=[CH:21][CH:20]=3)(=[O:18])=[O:17])[CH2:14][CH2:13][N:12]([C:25]([O:27][C:28]([CH3:30])([CH3:29])[CH3:31])=[O:26])[CH2:11]2)=[O:4])=[CH:47][CH:48]=1. (4) Given the reactants [F:1][C:2]1[CH:7]=[C:6]([OH:8])[CH:5]=[CH:4][C:3]=1[C:9]([N:11]1[CH2:15][CH2:14][CH2:13][C@H:12]1[CH2:16][N:17]1[CH2:21][CH2:20][CH2:19][CH2:18]1)=[O:10].[F:22][C:23]1[CH:30]=[CH:29][C:26]([CH2:27]Br)=[CH:25][CH:24]=1, predict the reaction product. The product is: [F:1][C:2]1[CH:7]=[C:6]([O:8][CH2:27][C:26]2[CH:29]=[CH:30][C:23]([F:22])=[CH:24][CH:25]=2)[CH:5]=[CH:4][C:3]=1[C:9]([N:11]1[CH2:15][CH2:14][CH2:13][C@H:12]1[CH2:16][N:17]1[CH2:21][CH2:20][CH2:19][CH2:18]1)=[O:10]. (5) Given the reactants Br[C:2]1[CH:7]=[CH:6][C:5]([C:8]2([C:11]([N:13]3[CH2:17][CH2:16][C@@:15]4([C:21]5[CH:22]=[CH:23][CH:24]=[CH:25][C:20]=5[C:19](=[O:26])[O:18]4)[CH2:14]3)=[O:12])[CH2:10][CH2:9]2)=[CH:4][CH:3]=1.O1CCOCC1.C(P(C(C)(C)C)C(C)(C)C)(C)(C)C.[F-].[K+].Br[C:49]1[CH:54]=[CH:53][C:52]([CH3:55])=[CH:51][N:50]=1, predict the reaction product. The product is: [CH3:55][C:52]1[CH:53]=[CH:54][C:49]([C:2]2[CH:3]=[CH:4][C:5]([C:8]3([C:11]([N:13]4[CH2:17][CH2:16][C@@:15]5([C:21]6[CH:22]=[CH:23][CH:24]=[CH:25][C:20]=6[C:19](=[O:26])[O:18]5)[CH2:14]4)=[O:12])[CH2:9][CH2:10]3)=[CH:6][CH:7]=2)=[N:50][CH:51]=1. (6) Given the reactants [CH2:1]1[CH:8]2[C:4]3([C:10]([N:12]=[C:13]4[N:17]([CH2:18]O)[CH:16]=[CH:15][S:14]4)=[O:11])[CH2:5][CH:6]([CH2:9][CH:2]1[CH2:3]3)[CH2:7]2.C[C:21](C)([O-:23])C.[K+].S(OC)(O[CH3:30])(=O)=O.[O:33]1[CH2:37]CC[CH2:34]1, predict the reaction product. The product is: [CH3:34][O:33][CH2:37][CH2:18][N:17]1[CH:16]=[C:15]([CH2:30][O:23][CH3:21])[S:14]/[C:13]/1=[N:12]\[C:10]([C:4]12[CH2:5][CH:6]3[CH2:9][CH:2]([CH2:1][CH:8]1[CH2:7]3)[CH2:3]2)=[O:11]. (7) Given the reactants [CH:1]1([Mg]Cl)[CH2:3][CH2:2]1.C(O[C:9](=[O:26])[CH2:10][N:11]([CH2:19][C:20]1[CH:25]=[CH:24][CH:23]=[CH:22][CH:21]=1)[CH2:12][C:13]1[CH:18]=[CH:17][CH:16]=[CH:15][CH:14]=1)C.O1[CH2:31][CH2:30][CH2:29]C1, predict the reaction product. The product is: [CH:1]1([C:9]([CH:29]2[CH2:30][CH2:31]2)([OH:26])[CH2:10][N:11]([CH2:12][C:13]2[CH:14]=[CH:15][CH:16]=[CH:17][CH:18]=2)[CH2:19][C:20]2[CH:21]=[CH:22][CH:23]=[CH:24][CH:25]=2)[CH2:3][CH2:2]1. (8) The product is: [O:7]([CH2:8][CH2:9][NH:10][C:11]([C:13]1[S:14][C:15]2[C:21](=[O:22])[CH:20]=[C:19]([NH:5][CH2:4][CH2:3][N:2]([CH3:6])[CH3:1])[C:18](=[O:25])[C:16]=2[N:17]=1)=[O:12])[CH2:26][CH2:27][NH:28][C:29]([C:31]1[S:32][C:33]2[C:39](=[O:40])[CH:38]=[C:37]([NH:5][CH2:4][CH2:3][N:2]([CH3:6])[CH3:1])[C:36](=[O:43])[C:34]=2[N:35]=1)=[O:30]. Given the reactants [CH3:1][N:2]([CH3:6])[CH2:3][CH2:4][NH2:5].[O:7]([CH2:26][CH2:27][NH:28][C:29]([C:31]1[S:32][C:33]2[C:39](=[O:40])[CH:38]=[C:37](OC)[C:36](=[O:43])[C:34]=2[N:35]=1)=[O:30])[CH2:8][CH2:9][NH:10][C:11]([C:13]1[S:14][C:15]2[C:21](=[O:22])[CH:20]=[C:19](OC)[C:18](=[O:25])[C:16]=2[N:17]=1)=[O:12].CO, predict the reaction product.